From a dataset of Forward reaction prediction with 1.9M reactions from USPTO patents (1976-2016). Predict the product of the given reaction. (1) Given the reactants [NH:1]1[C:9]2[C:4](=[CH:5][C:6]([C:10]([O:12]C)=[O:11])=[CH:7][CH:8]=2)[CH:3]=[N:2]1.[OH-].[Na+].Cl, predict the reaction product. The product is: [NH:1]1[C:9]2[C:4](=[CH:5][C:6]([C:10]([OH:12])=[O:11])=[CH:7][CH:8]=2)[CH:3]=[N:2]1. (2) Given the reactants [CH3:1][C:2]1([CH3:23])[N:6]([C:7]([O:9][C:10]([CH3:13])([CH3:12])[CH3:11])=[O:8])[C@@H:5]([CH2:14][CH2:15][CH2:16][C:17]#[C:18][Si](C)(C)C)[CH2:4][O:3]1.CCCC[N+](CCCC)(CCCC)CCCC.[F-], predict the reaction product. The product is: [CH3:1][C:2]1([CH3:23])[N:6]([C:7]([O:9][C:10]([CH3:11])([CH3:12])[CH3:13])=[O:8])[C@@H:5]([CH2:14][CH2:15][CH2:16][C:17]#[CH:18])[CH2:4][O:3]1. (3) Given the reactants CCN(C(C)C)C(C)C.[CH:10]1([N:15]2[CH:19]=[C:18]([C:20]([OH:22])=O)[N:17]=[N:16]2)[CH2:14][CH2:13][CH2:12][CH2:11]1.C1C=CC2N(O)N=NC=2C=1.CCN=C=NCCCN(C)C.Cl.[NH2:45][CH2:46][C:47]([N:49]1[CH2:54][CH2:53][N:52]([C:55](=[O:65])[C:56]2[CH:61]=[C:60]([F:62])[C:59]([F:63])=[C:58]([F:64])[CH:57]=2)[CH2:51][CH2:50]1)=[O:48].FC1C=C(C=C(F)C=1F)C(O)=O, predict the reaction product. The product is: [O:48]=[C:47]([N:49]1[CH2:54][CH2:53][N:52]([C:55](=[O:65])[C:56]2[CH:57]=[C:58]([F:64])[C:59]([F:63])=[C:60]([F:62])[CH:61]=2)[CH2:51][CH2:50]1)[CH2:46][NH:45][C:20]([C:18]1[N:17]=[N:16][N:15]([CH:10]2[CH2:11][CH2:12][CH2:13][CH2:14]2)[CH:19]=1)=[O:22]. (4) Given the reactants [C:1]([O:5][C:6]([CH3:9])([CH3:8])[CH3:7])(=[O:4])[CH:2]=[CH2:3].C(N(C(C)C)CC)(C)C.CC1C=CC=CC=1P(C1C=CC=CC=1C)C1C=CC=CC=1C.Cl.[O:42]=[C:43]1[NH:52][C:51]2[N:50]=[CH:49][C:48](/C=C/C(O)=O)=[CH:47][C:46]=2[CH2:45][CH2:44]1, predict the reaction product. The product is: [O:42]=[C:43]1[NH:52][C:51]2[N:50]=[CH:49][C:48](/[CH:3]=[CH:2]/[C:1]([O:5][C:6]([CH3:9])([CH3:8])[CH3:7])=[O:4])=[CH:47][C:46]=2[CH2:45][CH2:44]1. (5) Given the reactants Br[CH2:2][CH2:3][CH2:4][CH2:5][C:6]#[C:7][C:8]1[CH:13]=[CH:12][CH:11]=[CH:10][N:9]=1.[NH:14]1[C:22]2[C:17](=[CH:18][CH:19]=[CH:20][CH:21]=2)[CH:16]=[N:15]1, predict the reaction product. The product is: [N:9]1[CH:10]=[CH:11][CH:12]=[CH:13][C:8]=1[C:7]#[C:6][CH2:5][CH2:4][CH2:3][CH2:2][N:15]1[CH:16]=[C:17]2[C:22]([CH:21]=[CH:20][CH:19]=[CH:18]2)=[N:14]1. (6) The product is: [Cl:35][C:27]1[CH:26]=[C:25]([C@@H:18]([CH2:19][CH:20]2[CH2:21][CH2:22][CH2:23][CH2:24]2)[C:17]([NH:16][C:13]2[CH:14]=[CH:15][N:11]([CH2:10][C:7]3[CH:6]=[CH:5][C:4]([C:3]([OH:37])=[O:2])=[CH:9][CH:8]=3)[N:12]=2)=[O:36])[CH:30]=[CH:29][C:28]=1[S:31]([CH3:34])(=[O:32])=[O:33]. Given the reactants C[O:2][C:3](=[O:37])[C:4]1[CH:9]=[CH:8][C:7]([CH2:10][N:11]2[CH:15]=[CH:14][C:13]([NH:16][C:17](=[O:36])[C@@H:18]([C:25]3[CH:30]=[CH:29][C:28]([S:31]([CH3:34])(=[O:33])=[O:32])=[C:27]([Cl:35])[CH:26]=3)[CH2:19][CH:20]3[CH2:24][CH2:23][CH2:22][CH2:21]3)=[N:12]2)=[CH:6][CH:5]=1.Cl, predict the reaction product.